This data is from Reaction yield outcomes from USPTO patents with 853,638 reactions. The task is: Predict the reaction yield, written as a fraction of the theoretical maximum amount of product (1.0 means a 100% yield; for example, 0.34 means a 34% yield). (1) The reactants are [NH2:1][CH:2]([CH2:7][C:8]1[CH:13]=[C:12]([F:14])[CH:11]=[C:10]([O:15][CH2:16][C:17]2[CH:22]=[CH:21][CH:20]=[CH:19][CH:18]=2)[CH:9]=1)[CH:3]([OH:6])[CH2:4][OH:5].C(N(CC)CC)C.C1C(=O)N([O:37][C:38]([CH2:40][NH:41][C:42]([O:44][CH2:45][C:46]2[CH:51]=[CH:50][CH:49]=[CH:48][CH:47]=2)=[O:43])=O)C(=O)C1. The catalyst is CN(C=O)C. The product is [CH2:45]([O:44][C:42](=[O:43])[NH:41][CH2:40][C:38](=[O:37])[NH:1][CH:2]([CH2:7][C:8]1[CH:13]=[C:12]([F:14])[CH:11]=[C:10]([O:15][CH2:16][C:17]2[CH:22]=[CH:21][CH:20]=[CH:19][CH:18]=2)[CH:9]=1)[CH:3]([OH:6])[CH2:4][OH:5])[C:46]1[CH:51]=[CH:50][CH:49]=[CH:48][CH:47]=1. The yield is 0.590. (2) The yield is 0.520. The catalyst is C1COCC1.CO.O. The product is [Br:1][C:2]1[C:11]2[C:6](=[CH:7][C:8]([C:12]3[N:13]=[C:14]([C:18]4[CH:19]=[CH:20][CH:21]=[CH:22][CH:23]=4)[S:15][C:16]=3[Br:17])=[CH:9][CH:10]=2)[CH:5]=[CH:4][C:3]=1[O:24][CH:25]([CH2:30][C:31]1[CH:32]=[CH:33][CH:34]=[CH:35][CH:36]=1)[C:26]([OH:28])=[O:27]. The reactants are [Br:1][C:2]1[C:11]2[C:6](=[CH:7][C:8]([C:12]3[N:13]=[C:14]([C:18]4[CH:23]=[CH:22][CH:21]=[CH:20][CH:19]=4)[S:15][C:16]=3[Br:17])=[CH:9][CH:10]=2)[CH:5]=[CH:4][C:3]=1[O:24][CH:25]([CH2:30][C:31]1[CH:36]=[CH:35][CH:34]=[CH:33][CH:32]=1)[C:26]([O:28]C)=[O:27].[OH-].[Na+]. (3) The reactants are Cl[C:2]1([C:16]2[CH:21]=[CH:20][C:19]([CH:22]([CH3:24])[CH3:23])=[CH:18][C:17]=2[O:25][CH3:26])[C:10](=[O:11])[C:9]2[C:4](=[CH:5][CH:6]=[CH:7][C:8]=2[N+:12]([O-:14])=[O:13])[C:3]1=[O:15].[N-:27]=[N+:28]=[N-:29].[Na+].[I-].[Na+].O. The yield is 0.480. The product is [N:27]([C:2]1([C:16]2[CH:21]=[CH:20][C:19]([CH:22]([CH3:24])[CH3:23])=[CH:18][C:17]=2[O:25][CH3:26])[C:10](=[O:11])[C:9]2[C:4](=[CH:5][CH:6]=[CH:7][C:8]=2[N+:12]([O-:14])=[O:13])[C:3]1=[O:15])=[N+:28]=[N-:29]. The catalyst is CC(C)=O. (4) The reactants are [Cl:1][C:2]1[CH:7]=[CH:6][CH:5]=[C:4]([Cl:8])[C:3]=1[C:9]1[N:26]([CH2:27][C@H:28]2[CH2:33][CH2:32][CH2:31][N:30]([C:34]([O:36][C:37]([CH3:40])([CH3:39])[CH3:38])=[O:35])[CH2:29]2)[C:12]2[N:13]=[C:14]([NH:17][CH2:18]C3C=CC=C(O)C=3)[N:15]=[CH:16][C:11]=2[CH:10]=1.[F:41][C:42]1[CH:43]=[C:44]([CH:47]=[CH:48][C:49]=1[O:50][CH3:51])CN. No catalyst specified. The product is [Cl:8][C:4]1[CH:5]=[CH:6][CH:7]=[C:2]([Cl:1])[C:3]=1[C:9]1[N:26]([CH2:27][C@@H:28]2[CH2:33][CH2:32][CH2:31][N:30]([C:34]([O:36][C:37]([CH3:38])([CH3:39])[CH3:40])=[O:35])[CH2:29]2)[C:12]2[N:13]=[C:14]([NH:17][CH2:18][C:44]3[CH:47]=[CH:48][C:49]([O:50][CH3:51])=[C:42]([F:41])[CH:43]=3)[N:15]=[CH:16][C:11]=2[CH:10]=1. The yield is 1.00. (5) The reactants are [Cl:1][C:2]1[CH:3]=[C:4]([NH:10][C:11]2[N:16]=[CH:15][C:14]([N:17]3[CH2:22][CH2:21][N:20](C(OC(C)(C)C)=O)[CH2:19][C@@H:18]3[CH3:30])=[CH:13][CH:12]=2)[C:5](=[O:9])[N:6]([CH3:8])[N:7]=1. The catalyst is Cl.C(O)C. The product is [Cl:1][C:2]1[CH:3]=[C:4]([NH:10][C:11]2[CH:12]=[CH:13][C:14]([N:17]3[CH2:22][CH2:21][NH:20][CH2:19][C@@H:18]3[CH3:30])=[CH:15][N:16]=2)[C:5](=[O:9])[N:6]([CH3:8])[N:7]=1. The yield is 0.980. (6) The reactants are [NH2:1][C@@H:2]([C:6]1[CH:11]=[CH:10][C:9]([Cl:12])=[C:8]([Cl:13])[CH:7]=1)[CH2:3][CH2:4][OH:5].C(Cl)Cl.[CH3:17][C:18]([Si:21](Cl)([CH3:23])[CH3:22])([CH3:20])[CH3:19]. The yield is 0.720. The catalyst is CN(C1C=CN=CC=1)C.O. The product is [Si:21]([O:5][CH2:4][CH2:3][C@H:2]([C:6]1[CH:11]=[CH:10][C:9]([Cl:12])=[C:8]([Cl:13])[CH:7]=1)[NH2:1])([C:18]([CH3:20])([CH3:19])[CH3:17])([CH3:23])[CH3:22].